This data is from Experimentally validated miRNA-target interactions with 360,000+ pairs, plus equal number of negative samples. The task is: Binary Classification. Given a miRNA mature sequence and a target amino acid sequence, predict their likelihood of interaction. (1) The miRNA is cel-miR-238-3p with sequence UUUGUACUCCGAUGCCAUUCAGA. The protein sequence of the target gene is MEPPYSLTAHYDEFQEVKYVSRCGAGGARGASLPPGFPLGAARSATGARSGLPRWNRREVCLLSGLVFAAGLCAILAAMLALKYLGPVAAGGGACPEGCPERKAFARAARFLAANLDASIDPCQDFYSFACGGWLRRHAIPDDKLTYGTIAAIGEQNEERLRRLLARPGGGPGGAAQRKVRAFFRSCLDMREIERLGPRPMLEVIEDCGGWDLGGAEERPGVAARWDLNRLLYKAQGVYSAAALFSLTVSLDDRNSSRYVIRIDQDGLTLPERTLYLAQDEDSEKILAAYRVFMERVLSL.... Result: 0 (no interaction). (2) The miRNA is hsa-miR-600 with sequence ACUUACAGACAAGAGCCUUGCUC. The protein sequence of the target gene is MCQQVVVVANTNNKMKTSYSIKQVLKTLFKKQQKQQQKPQGSLESLESVDNLRNAQVEEAYYAEIDENAANEKLAQLAHSQEFEIVEEQEDEEDVYVPVRFARTTAGTFFWTTNLQPVASVEPAMCYSMQFQDRWAQA. Result: 0 (no interaction). (3) The miRNA is hsa-miR-92b-3p with sequence UAUUGCACUCGUCCCGGCCUCC. The protein sequence of the target gene is MENFTALFGAQADPPPPPTALGFGPGKPPPPPPPPAGGGPGTAPPPTAATAPPGADKSGAGCGPFYLMRELPGSTELTGSTNLITHYNLEQAYNKFCGKKVKEKLSNFLPDLPGMIDLPGSHDNSSLRSLIEKPPILSSSFNPITGTMLAGFRLHTGPLPEQCRLMHIQPPKKKNKHKHKQSRTQDPVPPETPSDSDHKKKKKKKEEDPDRKRKKKEKKKKKNRHSPDHPGMGSSQASSSSSLR. Result: 1 (interaction).